This data is from Full USPTO retrosynthesis dataset with 1.9M reactions from patents (1976-2016). The task is: Predict the reactants needed to synthesize the given product. (1) Given the product [CH3:34][Si:33]([CH3:36])([CH3:35])[CH2:32][CH2:31][O:30][CH2:29][C:3]1([C:7]([O:9][CH3:10])=[O:8])[O:4][CH2:5][CH2:6][N:1]([C:11]([O:13][C:14]([CH3:17])([CH3:16])[CH3:15])=[O:12])[CH2:2]1, predict the reactants needed to synthesize it. The reactants are: [N:1]1([C:11]([O:13][C:14]([CH3:17])([CH3:16])[CH3:15])=[O:12])[CH2:6][CH2:5][O:4][CH:3]([C:7]([O:9][CH3:10])=[O:8])[CH2:2]1.[Li+].C[Si]([N-][Si](C)(C)C)(C)C.Cl[CH2:29][O:30][CH2:31][CH2:32][Si:33]([CH3:36])([CH3:35])[CH3:34]. (2) Given the product [Cl:12][C:13]1[CH:14]=[C:15]([N+:1]([O-:4])=[O:2])[C:16]2[O:21][C:10]([C:9]([O:8][CH2:5][CH3:6])=[O:11])=[CH:18][C:17]=2[CH:20]=1, predict the reactants needed to synthesize it. The reactants are: [N+:1]([O-:4])(O)=[O:2].[C:5]([O:8][C:9](=[O:11])[CH3:10])(=O)[CH3:6].[Cl:12][C:13]1[CH:20]=[C:17]([CH:18]=O)[C:16]([OH:21])=[CH:15][CH:14]=1.C(=O)(O)[O-].[Na+].C(=O)([O-])[O-].[K+].[K+].BrCC(OCC)=O. (3) Given the product [CH:26]1([C:14]2[C:15]3[O:22][C:19]4([CH2:21][CH2:20]4)[CH2:18][C:17]([CH3:24])([CH3:23])[C:16]=3[CH:25]=[C:12]([C:11]#[C:10][C:7]3[CH:8]=[CH:9][C:4]([CH2:3][C:31]([OH:33])=[O:32])=[C:5]([F:29])[CH:6]=3)[CH:13]=2)[CH2:28][CH2:27]1, predict the reactants needed to synthesize it. The reactants are: CO[C:3](=O)[C:4]1[CH:9]=[CH:8][C:7]([C:10]#[C:11][C:12]2[CH:13]=[C:14]([CH:26]3[CH2:28][CH2:27]3)[C:15]3[O:22][C:19]4([CH2:21][CH2:20]4)[CH2:18][C:17]([CH3:24])([CH3:23])[C:16]=3[CH:25]=2)=[CH:6][C:5]=1[F:29].[CH3:31][OH:32].[OH-:33].[Na+].O. (4) Given the product [C:1]([O:5][C:6]([N:8]1[CH2:15][CH2:14][CH:13]([CH:16]([CH3:18])[CH3:17])[C@H:9]1[C:10]([N:29]1[CH2:30][CH2:31][CH2:32][C@H:28]1[C:27]([NH:26][CH2:25][C:24]1[CH:34]=[C:20]([Cl:19])[CH:21]=[CH:22][C:23]=1[N:35]1[CH:39]=[N:38][CH:37]=[N:36]1)=[O:33])=[O:12])=[O:7])([CH3:2])([CH3:3])[CH3:4], predict the reactants needed to synthesize it. The reactants are: [C:1]([O:5][C:6]([N:8]1[CH2:15][CH2:14][CH:13]([CH:16]([CH3:18])[CH3:17])[CH:9]1[C:10]([OH:12])=O)=[O:7])([CH3:4])([CH3:3])[CH3:2].[Cl:19][C:20]1[CH:21]=[CH:22][C:23]([N:35]2[CH:39]=[N:38][CH:37]=[N:36]2)=[C:24]([CH:34]=1)[CH2:25][NH:26][C:27](=[O:33])[C@@H:28]1[CH2:32][CH2:31][CH2:30][NH:29]1.C1C=NC2N(O)N=NC=2C=1.C(Cl)CCl.CCN(CC)CC. (5) Given the product [Cl:15][C:14]1[C:13]2[C:8](=[CH:9][CH:10]=[C:11]([N:16]3[CH2:21][CH2:20][CH2:19][CH2:18][CH2:17]3)[CH:12]=2)[N:7]([C:22]2[CH:27]=[CH:26][C:25]([O:28][CH:29]([CH3:31])[CH3:30])=[CH:24][CH:23]=2)[C:6]=1[C:4]([OH:5])=[O:3], predict the reactants needed to synthesize it. The reactants are: C([O:3][C:4]([C:6]1[N:7]([C:22]2[CH:27]=[CH:26][C:25]([O:28][CH:29]([CH3:31])[CH3:30])=[CH:24][CH:23]=2)[C:8]2[C:13]([C:14]=1[Cl:15])=[CH:12][C:11]([N:16]1[CH2:21][CH2:20][CH2:19][CH2:18][CH2:17]1)=[CH:10][CH:9]=2)=[O:5])C.[OH-].[Na+].O.Cl. (6) Given the product [CH3:24][C:5]1[CH:4]=[CH:3][C:2]([NH:1][C:47](=[O:49])/[CH:28]=[CH:27]/[C:26]2[CH:36]=[N:31][CH:29]=[CH:30][CH:25]=2)=[CH:23][C:6]=1[O:7][C:8]1[N:13]=[C:12]2[S:14][C:15]([NH:17][C:18]([CH:20]3[CH2:22][CH2:21]3)=[O:19])=[N:16][C:11]2=[CH:10][CH:9]=1, predict the reactants needed to synthesize it. The reactants are: [NH2:1][C:2]1[CH:3]=[CH:4][C:5]([CH3:24])=[C:6]([CH:23]=1)[O:7][C:8]1[N:13]=[C:12]2[S:14][C:15]([NH:17][C:18]([CH:20]3[CH2:22][CH2:21]3)=[O:19])=[N:16][C:11]2=[CH:10][CH:9]=1.[CH:25]1[CH:26]=[CH:27][C:28]2N(O)N=[N:31][C:29]=2[CH:30]=1.Cl.[CH2:36](N=C=NCCCN(C)C)C.[C:47](OCC)(=[O:49])C. (7) Given the product [CH3:27][N:28]([CH:30]=[C:11]1[CH2:10][CH2:9][CH2:8][C:7]2[C:2]([F:1])=[C:3]([N:14]3[CH2:18][C@H:17]([CH2:19][NH:20][C:21](=[O:23])[CH3:22])[O:16][C:15]3=[O:24])[CH:4]=[CH:5][C:6]=2[C:12]1=[O:13])[CH3:29], predict the reactants needed to synthesize it. The reactants are: [F:1][C:2]1[C:7]2[CH2:8][CH2:9][CH2:10][CH2:11][C:12](=[O:13])[C:6]=2[CH:5]=[CH:4][C:3]=1[N:14]1[CH2:18][C@H:17]([CH2:19][NH:20][C:21](=[O:23])[CH3:22])[O:16][C:15]1=[O:24].CO[CH:27](OC)[N:28]([CH3:30])[CH3:29].